Dataset: Reaction yield outcomes from USPTO patents with 853,638 reactions. Task: Predict the reaction yield, written as a fraction of the theoretical maximum amount of product (1.0 means a 100% yield; for example, 0.34 means a 34% yield). (1) The reactants are [NH2:1][C:2]1[C:3](=[O:12])[N:4]([CH3:11])[C:5](=[O:10])[N:6]([CH3:9])[C:7]=1[NH2:8].[CH2:13]([O:16][CH2:17][CH2:18][C:19](O)=[O:20])[CH2:14][CH3:15].CCN=C=NCCCN(C)C. The catalyst is C(O)C. The product is [NH2:8][C:7]1[N:6]([CH3:9])[C:5](=[O:10])[N:4]([CH3:11])[C:3](=[O:12])[C:2]=1[NH:1][C:19](=[O:20])[CH2:18][CH2:17][O:16][CH2:13][CH2:14][CH3:15]. The yield is 0.830. (2) The reactants are Br[C:2]1[S:3][CH:4]=[CH:5][N:6]=1.C(N(CC)CC)C.[CH:14]1([CH2:20][C:21]#[CH:22])[CH2:19][CH2:18][CH2:17][CH2:16][CH2:15]1.CCCCCC. The catalyst is COCCOC.[Cu]I.Cl[Pd](Cl)([P](C1C=CC=CC=1)(C1C=CC=CC=1)C1C=CC=CC=1)[P](C1C=CC=CC=1)(C1C=CC=CC=1)C1C=CC=CC=1.C(OCC)(=O)C. The product is [CH:14]1([CH2:20][C:21]#[C:22][C:2]2[S:3][CH:4]=[CH:5][N:6]=2)[CH2:19][CH2:18][CH2:17][CH2:16][CH2:15]1. The yield is 0.460. (3) The reactants are [Cl:1][C:2]1[CH:3]=[C:4]([N:8]2[C:12]([C:13]3[CH:18]=[CH:17][CH:16]=[C:15]([N+:19]([O-:21])=[O:20])[CH:14]=3)=[CH:11][C:10]([C:22]([O:24]CC)=[O:23])=[N:9]2)[CH:5]=[CH:6][CH:7]=1.[OH-].[K+]. No catalyst specified. The product is [Cl:1][C:2]1[CH:3]=[C:4]([N:8]2[C:12]([C:13]3[CH:18]=[CH:17][CH:16]=[C:15]([N+:19]([O-:21])=[O:20])[CH:14]=3)=[CH:11][C:10]([C:22]([OH:24])=[O:23])=[N:9]2)[CH:5]=[CH:6][CH:7]=1. The yield is 0.920. (4) The reactants are [C:1]([O:5][C:6]([N:8]1[CH2:13][CH:12]2[C:10]([CH2:14][N:15]3C(=O)C4C(=CC=CC=4)C3=O)([CH2:11]2)[CH:9]1[C:26]1[CH:31]=[CH:30][CH:29]=[CH:28][CH:27]=1)=[O:7])([CH3:4])([CH3:3])[CH3:2].NN. The catalyst is C(O)C. The product is [C:1]([O:5][C:6]([N:8]1[CH2:13][CH:12]2[C:10]([CH2:14][NH2:15])([CH2:11]2)[CH:9]1[C:26]1[CH:27]=[CH:28][CH:29]=[CH:30][CH:31]=1)=[O:7])([CH3:4])([CH3:2])[CH3:3]. The yield is 0.690. (5) The reactants are [CH3:1][O:2][CH2:3][C:4]1[N:8]([CH3:9])[N:7]=[C:6]([NH2:10])[CH:5]=1.Br[C:12]1[C:13](=[O:20])[N:14]([CH3:19])[CH:15]=[C:16]([Br:18])[CH:17]=1. No catalyst specified. The product is [Br:18][C:16]1[CH:17]=[C:12]([NH:10][C:6]2[CH:5]=[C:4]([CH2:3][O:2][CH3:1])[N:8]([CH3:9])[N:7]=2)[C:13](=[O:20])[N:14]([CH3:19])[CH:15]=1. The yield is 0.700. (6) The reactants are [NH2:1][C:2]1[C:11]2[C:6](=[C:7](Br)[CH:8]=[CH:9][CH:10]=2)[N:5]=[N:4][C:3]=1[C:13]([NH:15][CH2:16][CH2:17][CH3:18])=[O:14].[CH3:19][O:20][C:21]1[CH:26]=[CH:25][C:24](B(O)O)=[CH:23][C:22]=1[CH3:30]. No catalyst specified. The product is [NH2:1][C:2]1[C:11]2[C:6](=[C:7]([C:24]3[CH:25]=[CH:26][C:21]([O:20][CH3:19])=[C:22]([CH3:30])[CH:23]=3)[CH:8]=[CH:9][CH:10]=2)[N:5]=[N:4][C:3]=1[C:13]([NH:15][CH2:16][CH2:17][CH3:18])=[O:14]. The yield is 0.750.